Dataset: Forward reaction prediction with 1.9M reactions from USPTO patents (1976-2016). Task: Predict the product of the given reaction. (1) Given the reactants [O:1]=[C:2]1[N:10]([CH:11]2[CH2:16][CH2:15][NH:14][CH2:13][CH2:12]2)[C:5]2[CH:6]=[N:7][CH:8]=[CH:9][C:4]=2[N:3]1[CH2:17][C:18]([O:20]CC)=[O:19].CCN(C(C)C)C(C)C.[CH3:32][S:33]([C:36]1[CH:41]=[CH:40][CH:39]=[CH:38][C:37]=1[S:42](Cl)(=[O:44])=[O:43])(=[O:35])=[O:34].[OH-].[Li+], predict the reaction product. The product is: [CH3:32][S:33]([C:36]1[CH:41]=[CH:40][CH:39]=[CH:38][C:37]=1[S:42]([N:14]1[CH2:13][CH2:12][CH:11]([N:10]2[C:5]3[CH:6]=[N:7][CH:8]=[CH:9][C:4]=3[N:3]([CH2:17][C:18]([OH:20])=[O:19])[C:2]2=[O:1])[CH2:16][CH2:15]1)(=[O:44])=[O:43])(=[O:35])=[O:34]. (2) Given the reactants [CH3:1][O:2][C:3](=[O:26])[CH2:4][C@H:5]1[C:9]2[CH:10]=[CH:11][C:12]([O:14][C@H:15]3[C:23]4[C:18](=[C:19]([OH:25])[CH:20]=[CH:21][C:22]=4[F:24])[CH2:17][CH2:16]3)=[CH:13][C:8]=2[O:7][CH2:6]1.[OH:27][C:28]([CH3:44])([CH3:43])[CH2:29][CH2:30][O:31][C:32]1[CH:37]=[C:36]([CH3:38])[C:35](B(O)O)=[C:34]([CH3:42])[CH:33]=1, predict the reaction product. The product is: [CH3:1][O:2][C:3](=[O:26])[CH2:4][C@H:5]1[C:9]2[CH:10]=[CH:11][C:12]([O:14][C@H:15]3[C:23]4[C:18](=[C:19]([O:25][C:35]5[C:36]([CH3:38])=[CH:37][C:32]([O:31][CH2:30][CH2:29][C:28]([OH:27])([CH3:43])[CH3:44])=[CH:33][C:34]=5[CH3:42])[CH:20]=[CH:21][C:22]=4[F:24])[CH2:17][CH2:16]3)=[CH:13][C:8]=2[O:7][CH2:6]1. (3) Given the reactants [F:1][C:2]1[C:7]([F:8])=[CH:6][CH:5]=[CH:4][C:3]=1[C@:9]1([OH:21])[CH2:19][CH2:18][C@@H:17]([OH:20])[C:12]2=[N:13][CH:14]=[CH:15][CH:16]=[C:11]2[CH2:10]1.[O:22]=[C:23]1[NH:31][C:26]2=[N:27][CH:28]=[CH:29][CH:30]=[C:25]2[N:24]1[CH:32]1[CH2:37][CH2:36][N:35]([C:38](OC2C=CC([N+]([O-])=O)=CC=2)=[O:39])[CH2:34][CH2:33]1.C[Si]([N-][Si](C)(C)C)(C)C.[Na+], predict the reaction product. The product is: [O:22]=[C:23]1[NH:31][C:26]2=[N:27][CH:28]=[CH:29][CH:30]=[C:25]2[N:24]1[CH:32]1[CH2:33][CH2:34][N:35]([C:38]([O:20][C@H:17]2[C:12]3=[N:13][CH:14]=[CH:15][CH:16]=[C:11]3[CH2:10][C@@:9]([C:3]3[CH:4]=[CH:5][CH:6]=[C:7]([F:8])[C:2]=3[F:1])([OH:21])[CH2:19][CH2:18]2)=[O:39])[CH2:36][CH2:37]1. (4) The product is: [CH3:1][O:2][C:3]1[CH:11]=[C:10]2[C:6]([C:7]([C:12](=[O:16])[C:13]([O:26][CH2:24][CH3:25])=[O:14])=[CH:8][NH:9]2)=[CH:5][CH:4]=1. Given the reactants [CH3:1][O:2][C:3]1[CH:11]=[C:10]2[C:6]([C:7]([C:12](=[O:16])[C:13](Cl)=[O:14])=[CH:8][NH:9]2)=[CH:5][CH:4]=1.C(N(CC)CC)C.[CH2:24]([OH:26])[CH3:25], predict the reaction product. (5) The product is: [CH3:25][O:26][C:5]1[CH:6]=[C:1]([S:7]([NH:10][C:11]2[S:15][C:14]3[CH2:16][CH2:17][CH2:18][CH2:19][C:13]=3[C:12]=2[C:20]([O:22][CH2:23][CH3:24])=[O:21])(=[O:9])=[O:8])[CH:2]=[CH:3][CH:4]=1. Given the reactants [C:1]1([S:7]([NH:10][C:11]2[S:15][C:14]3[CH2:16][CH2:17][CH2:18][CH2:19][C:13]=3[C:12]=2[C:20]([O:22][CH2:23][CH3:24])=[O:21])(=[O:9])=[O:8])[CH:6]=[CH:5][CH:4]=[CH:3][CH:2]=1.[CH3:25][O:26]C1C=C(S(Cl)(=O)=O)C=CC=1, predict the reaction product. (6) The product is: [NH:38]1[C:39]2[C:35](=[CH:34][C:33]([NH:32][C:2]3[C:3]4[S:10][C:9]([C:11]5[CH:16]=[CH:15][CH:14]=[CH:13][CH:12]=5)=[CH:8][C:4]=4[N:5]=[CH:6][N:7]=3)=[CH:41][CH:40]=2)[CH:36]=[CH:37]1. Given the reactants O[C:2]1[C:3]2[S:10][C:9]([C:11]3[CH:16]=[CH:15][CH:14]=[CH:13][CH:12]=3)=[CH:8][C:4]=2[N:5]=[CH:6][N:7]=1.S1C=CC=C1P.C(Cl)(Cl)(Cl)Cl.ClC(Cl)C.[NH2:32][C:33]1[CH:34]=[C:35]2[C:39](=[CH:40][CH:41]=1)[NH:38][CH:37]=[CH:36]2, predict the reaction product. (7) Given the reactants [Br:1]Br.[CH3:3][O:4][C:5]1[CH:10]=[CH:9][C:8]([NH2:11])=[CH:7][N:6]=1.C([O-])(=O)C.[Na+], predict the reaction product. The product is: [Br:1][C:7]1[C:8]([NH2:11])=[CH:9][CH:10]=[C:5]([O:4][CH3:3])[N:6]=1. (8) Given the reactants Cl[CH2:2][CH2:3][N:4]1[CH2:8][CH2:7][CH2:6][CH2:5]1.[N+:9]([C:12]1[CH:13]=[C:14]([OH:22])[CH:15]=[C:16]([C:18]([F:21])([F:20])[F:19])[CH:17]=1)([O-:11])=[O:10].C([O-])([O-])=O.[Cs+].[Cs+].CN(C=O)C, predict the reaction product. The product is: [N+:9]([C:12]1[CH:13]=[C:14]([CH:15]=[C:16]([C:18]([F:19])([F:20])[F:21])[CH:17]=1)[O:22][CH2:2][CH2:3][N:4]1[CH2:8][CH2:7][CH2:6][CH2:5]1)([O-:11])=[O:10].